This data is from Reaction yield outcomes from USPTO patents with 853,638 reactions. The task is: Predict the reaction yield, written as a fraction of the theoretical maximum amount of product (1.0 means a 100% yield; for example, 0.34 means a 34% yield). (1) The reactants are [Cl-].[Ce+3].[Cl-].[Cl-].C[Mg]Br.[CH3:8]COCC.[NH2:13][C:14]1[N:19]=[C:18]([CH3:20])[N:17]=[C:16]([C:21]2[CH:22]=[C:23]([C:43](=[O:45])[CH3:44])[CH:24]=[N:25][C:26]=2[NH:27][C:28]2[CH:29]=[N:30][CH:31]=[C:32]([S:34]([C:37]3[CH:42]=[CH:41][CH:40]=[CH:39][CH:38]=3)(=[O:36])=[O:35])[CH:33]=2)[N:15]=1. The catalyst is C1COCC1.CCOC(C)=O. The product is [NH2:13][C:14]1[N:19]=[C:18]([CH3:20])[N:17]=[C:16]([C:21]2[CH:22]=[C:23]([C:43]([OH:45])([CH3:8])[CH3:44])[CH:24]=[N:25][C:26]=2[NH:27][C:28]2[CH:29]=[N:30][CH:31]=[C:32]([S:34]([C:37]3[CH:42]=[CH:41][CH:40]=[CH:39][CH:38]=3)(=[O:36])=[O:35])[CH:33]=2)[N:15]=1. The yield is 0.360. (2) The reactants are [BH4-].[Na+].[OH:3][C:4]1[CH:25]=[CH:24][C:23]([O:26][CH3:27])=[CH:22][C:5]=1[CH:6]=[N:7][CH:8]1[CH2:13][CH2:12][CH2:11][CH2:10][CH:9]1[NH:14][C:15](=[O:21])[O:16][C:17]([CH3:20])([CH3:19])[CH3:18]. The catalyst is CO. The product is [OH:3][C:4]1[CH:25]=[CH:24][C:23]([O:26][CH3:27])=[CH:22][C:5]=1[CH2:6][NH:7][C@@H:8]1[CH2:13][CH2:12][CH2:11][CH2:10][C@H:9]1[NH:14][C:15](=[O:21])[O:16][C:17]([CH3:20])([CH3:19])[CH3:18]. The yield is 0.520. (3) The reactants are C1(P(C2C=CC=CC=2)C2C=CC=CC=2)C=CC=CC=1.N(C(OC(C)C)=O)=NC(OC(C)C)=O.[Cl:34][C:35]1[C:39]([Cl:40])=[C:38]([CH2:41][OH:42])[S:37][N:36]=1.[C:43](O)(=[S:45])[CH3:44]. The catalyst is C(OCC)(=O)C.C1COCC1. The product is [C:43]([O:42][CH2:41][C:38]1[S:37][N:36]=[C:35]([Cl:34])[C:39]=1[Cl:40])(=[S:45])[CH3:44]. The yield is 0.320.